The task is: Predict the reaction yield, written as a fraction of the theoretical maximum amount of product (1.0 means a 100% yield; for example, 0.34 means a 34% yield).. This data is from Reaction yield outcomes from USPTO patents with 853,638 reactions. (1) The reactants are [Cl:1][C:2]1[N:7]=[C:6]([N:8]([CH3:10])[CH3:9])[CH:5]=[C:4]([CH3:11])[N:3]=1.[NH2:12][C@@H:13]1[CH2:18][CH2:17][C@H:16]([NH:19][C:20](=[O:34])[C:21]2[CH:26]=[CH:25][CH:24]=[N:23][C:22]=2[O:27][C:28]2[CH:33]=[CH:32][CH:31]=[CH:30][CH:29]=2)[CH2:15][CH2:14]1.C([O-])(O)=O.[Na+]. The catalyst is C(O)CCC. The product is [ClH:1].[CH3:9][N:8]([CH3:10])[C:6]1[CH:5]=[C:4]([CH3:11])[N:3]=[C:2]([NH:12][C@@H:13]2[CH2:14][CH2:15][C@H:16]([NH:19][C:20](=[O:34])[C:21]3[CH:26]=[CH:25][CH:24]=[N:23][C:22]=3[O:27][C:28]3[CH:33]=[CH:32][CH:31]=[CH:30][CH:29]=3)[CH2:17][CH2:18]2)[N:7]=1. The yield is 0.650. (2) The catalyst is CC(O)=O. The reactants are [Br:1][C:2]1[CH:15]=[C:14]2[C:5]([O:6][CH2:7][CH2:8][N:9]3[C:13]2=[N:12][C:11]([C:16](/[N:18]=[CH:19]/[N:20](C)C)=O)=[CH:10]3)=[CH:4][CH:3]=1.Cl.[CH:24]([NH:27]N)([CH3:26])[CH3:25]. The product is [Br:1][C:2]1[CH:15]=[C:14]2[C:5]([O:6][CH2:7][CH2:8][N:9]3[C:13]2=[N:12][C:11]([C:16]2[N:27]([CH:24]([CH3:26])[CH3:25])[N:20]=[CH:19][N:18]=2)=[CH:10]3)=[CH:4][CH:3]=1. The yield is 0.740. (3) The yield is 0.930. The catalyst is C1C=CC(P(C2C=CC=CC=2)[C-]2C=CC=C2)=CC=1.C1C=CC(P(C2C=CC=CC=2)[C-]2C=CC=C2)=CC=1.Cl[Pd]Cl.[Fe+2].O1CCOCC1. The product is [C:13]1([N:12]2[C:11]3[CH:19]=[CH:20][CH:21]=[CH:22][C:10]=3[N:9]=[C:8]2[C:4]2[CH:5]=[CH:6][CH:7]=[C:2]([B:23]3[O:27][C:26]([CH3:29])([CH3:28])[C:25]([CH3:31])([CH3:30])[O:24]3)[CH:3]=2)[CH:18]=[CH:17][CH:16]=[CH:15][CH:14]=1. The reactants are Br[C:2]1[CH:3]=[C:4]([C:8]2[N:12]([C:13]3[CH:18]=[CH:17][CH:16]=[CH:15][CH:14]=3)[C:11]3[CH:19]=[CH:20][CH:21]=[CH:22][C:10]=3[N:9]=2)[CH:5]=[CH:6][CH:7]=1.[B:23]1([B:23]2[O:27][C:26]([CH3:29])([CH3:28])[C:25]([CH3:31])([CH3:30])[O:24]2)[O:27][C:26]([CH3:29])([CH3:28])[C:25]([CH3:31])([CH3:30])[O:24]1.C([O-])(=O)C.[K+].